Dataset: Reaction yield outcomes from USPTO patents with 853,638 reactions. Task: Predict the reaction yield, written as a fraction of the theoretical maximum amount of product (1.0 means a 100% yield; for example, 0.34 means a 34% yield). The reactants are [Li+].[OH-].C([O:6][C@@H:7]1[CH2:31][CH2:30][C@@:29]2([CH3:32])[C@H:9]([CH2:10][CH2:11][C@@H:12]3[C@@H:28]2[CH2:27][C@H:26]([OH:33])[C@@:25]2([CH3:34])[C@H:13]3[CH2:14][CH2:15][C@@H:16]2[C@H:17]([CH3:24])[CH2:18][CH2:19][C:20]([O:22]C)=[O:21])[CH2:8]1)(=O)C. The catalyst is O.C1COCC1.CO. The product is [CH3:24][C@@H:17]([C@@H:16]1[C@@:25]2([CH3:34])[C@@H:26]([OH:33])[CH2:27][C@@H:28]3[C@@:29]4([CH3:32])[CH2:30][CH2:31][C@@H:7]([OH:6])[CH2:8][C@H:9]4[CH2:10][CH2:11][C@H:12]3[C@@H:13]2[CH2:14][CH2:15]1)[CH2:18][CH2:19][C:20]([OH:22])=[O:21]. The yield is 0.910.